Regression. Given a peptide amino acid sequence and an MHC pseudo amino acid sequence, predict their binding affinity value. This is MHC class I binding data. From a dataset of Peptide-MHC class I binding affinity with 185,985 pairs from IEDB/IMGT. The peptide sequence is AWPLIVTAL. The MHC is HLA-A23:01 with pseudo-sequence HLA-A23:01. The binding affinity (normalized) is 0.00185.